Dataset: Retrosynthesis with 50K atom-mapped reactions and 10 reaction types from USPTO. Task: Predict the reactants needed to synthesize the given product. Given the product N#Cc1cc(-c2ccc(N)nc2)c2c(c1)cc1n2CCCNC1=O, predict the reactants needed to synthesize it. The reactants are: CC1(C)OB(c2ccc(N)nc2)OC1(C)C.N#Cc1cc(Br)c2c(c1)cc1n2CCCNC1=O.